From a dataset of hERG potassium channel inhibition data for cardiac toxicity prediction from Karim et al.. Regression/Classification. Given a drug SMILES string, predict its toxicity properties. Task type varies by dataset: regression for continuous values (e.g., LD50, hERG inhibition percentage) or binary classification for toxic/non-toxic outcomes (e.g., AMES mutagenicity, cardiotoxicity, hepatotoxicity). Dataset: herg_karim. (1) The molecule is CN(C(=O)Cc1ccc(-n2cnnn2)cc1)C1CCN(Cc2ccc(C(F)(F)F)cc2)CC1F. The result is 1 (blocker). (2) The drug is CN1C(=O)NC(=O)[C@@]12Cc1ccc(NC(=O)CN3C(=O)C4(CCOCC4)OC3c3cccc(Cl)c3)cc1C2. The result is 0 (non-blocker).